Task: Regression. Given a peptide amino acid sequence and an MHC pseudo amino acid sequence, predict their binding affinity value. This is MHC class I binding data.. Dataset: Peptide-MHC class I binding affinity with 185,985 pairs from IEDB/IMGT The MHC is HLA-A02:01 with pseudo-sequence HLA-A02:01. The binding affinity (normalized) is 0. The peptide sequence is RTAKVKNEV.